From a dataset of TCR-epitope binding with 47,182 pairs between 192 epitopes and 23,139 TCRs. Binary Classification. Given a T-cell receptor sequence (or CDR3 region) and an epitope sequence, predict whether binding occurs between them. (1) The TCR CDR3 sequence is CASSLGQGLKETQYF. The epitope is GPGHKARVL. Result: 0 (the TCR does not bind to the epitope). (2) The epitope is EEHVQIHTI. The TCR CDR3 sequence is CASSPMGTETQYF. Result: 0 (the TCR does not bind to the epitope). (3) The epitope is SEISMDNSPNL. The TCR CDR3 sequence is CASSKQQRSDYGYTF. Result: 0 (the TCR does not bind to the epitope). (4) The epitope is FLKEKGGL. The TCR CDR3 sequence is RASSFGGRRYNEQFF. Result: 0 (the TCR does not bind to the epitope). (5) Result: 0 (the TCR does not bind to the epitope). The epitope is KLVALGINAV. The TCR CDR3 sequence is CASSPGSRGNIQYF.